From a dataset of Reaction yield outcomes from USPTO patents with 853,638 reactions. Predict the reaction yield, written as a fraction of the theoretical maximum amount of product (1.0 means a 100% yield; for example, 0.34 means a 34% yield). (1) The product is [C:11]1([C:20]2[CH:21]=[CH:22][CH:23]=[CH:24][CH:25]=2)[CH:16]=[CH:15][CH:14]=[C:13]([C:2]2[N:7]([CH3:8])[C:6](=[O:9])[C:5]([OH:10])=[CH:4][N:3]=2)[CH:12]=1. The catalyst is C1COCC1.O.ClCCl.[Pd](Cl)Cl.C1(P(C2C=CC=CC=2)[C-]2C=CC=C2)C=CC=CC=1.[C-]1(P(C2C=CC=CC=2)C2C=CC=CC=2)C=CC=C1.[Fe+2]. The yield is 0.140. The reactants are Cl[C:2]1[N:7]([CH3:8])[C:6](=[O:9])[C:5]([OH:10])=[CH:4][N:3]=1.[C:11]1([C:20]2[CH:25]=[CH:24][CH:23]=[CH:22][CH:21]=2)[CH:16]=[CH:15][CH:14]=[C:13](B(O)O)[CH:12]=1.C([O-])([O-])=O.[Cs+].[Cs+]. (2) The reactants are [Br:1][C:2]1[CH:3]=[C:4]([C:25](=[O:37])[NH:26][CH2:27][C:28]2[C:29](=[O:36])[NH:30][C:31]([CH3:35])=[CH:32][C:33]=2[CH3:34])[C:5]([CH3:24])=[C:6]([N:8]([CH3:23])[C@H:9]2[CH2:14][CH2:13][C@H:12]([NH:15]C(=O)OC(C)(C)C)[CH2:11][CH2:10]2)[CH:7]=1.C(O)(C(F)(F)F)=O. The catalyst is C(Cl)Cl. The product is [NH2:15][C@H:12]1[CH2:11][CH2:10][C@H:9]([N:8]([CH3:23])[C:6]2[C:5]([CH3:24])=[C:4]([CH:3]=[C:2]([Br:1])[CH:7]=2)[C:25]([NH:26][CH2:27][C:28]2[C:29](=[O:36])[NH:30][C:31]([CH3:35])=[CH:32][C:33]=2[CH3:34])=[O:37])[CH2:14][CH2:13]1. The yield is 0.860.